Dataset: Full USPTO retrosynthesis dataset with 1.9M reactions from patents (1976-2016). Task: Predict the reactants needed to synthesize the given product. (1) Given the product [CH3:41][O:40][CH2:39][CH2:38][CH2:37][C:30]1[C:29]2[C:33](=[CH:34][CH:35]=[C:27]([CH2:26][CH:22]([CH:23]([CH3:24])[CH3:25])[CH2:21][CH:20]([NH:42][C:43](=[O:49])[O:44][C:45]([CH3:47])([CH3:46])[CH3:48])[CH:18]3[CH2:7][O:19]3)[CH:28]=2)[N:32]([CH3:36])[CH:31]=1, predict the reactants needed to synthesize it. The reactants are: [I-].C[S+](C)(C)=O.[CH3:7]C(C)([O-])C.[K+].O1CCCC1.[CH:18]([CH:20]([NH:42][C:43](=[O:49])[O:44][C:45]([CH3:48])([CH3:47])[CH3:46])[CH2:21][CH:22]([CH2:26][C:27]1[CH:28]=[C:29]2[C:33](=[CH:34][CH:35]=1)[N:32]([CH3:36])[CH:31]=[C:30]2[CH2:37][CH2:38][CH2:39][O:40][CH3:41])[CH:23]([CH3:25])[CH3:24])=[O:19]. (2) Given the product [CH2:47]([O:49][C:50]([N:52]1[CH2:53][CH2:54][N:55]([C:4](=[O:6])[CH2:3][N:1]([C:7]([O:9][CH2:10][C:11]2[CH:16]=[CH:15][CH:14]=[CH:13][CH:12]=2)=[O:8])[CH3:2])[CH2:56][CH2:57]1)=[O:51])[CH3:48], predict the reactants needed to synthesize it. The reactants are: [N:1]([C:7]([O:9][CH2:10][C:11]1[CH:16]=[CH:15][CH:14]=[CH:13][CH:12]=1)=[O:8])([CH2:3][C:4]([OH:6])=O)[CH3:2].C(N1CCOCC1)C.[B-](F)(F)(F)F.CCOC(C(C#N)=NOC(N(C)C)=[N+](C)C)=O.[CH2:47]([O:49][C:50]([N:52]1[CH2:57][CH2:56][NH:55][CH2:54][CH2:53]1)=[O:51])[CH3:48].C([O-])(O)=O.[Na+]. (3) Given the product [C:2]1([C:1]([N:9]2[CH2:27][CH2:26][C:12]3[N:13]([CH2:20][C:21]([OH:23])=[O:22])[C:14]4[CH:15]=[CH:16][CH:17]=[CH:18][C:19]=4[C:11]=3[CH2:10]2)=[O:8])[C:7]2[C:6](=[CH:1][CH:2]=[CH:3][CH:4]=2)[CH:5]=[CH:4][CH:3]=1, predict the reactants needed to synthesize it. The reactants are: [C:1]([N:9]1[CH2:27][CH2:26][C:12]2[N:13]([CH2:20][C:21]([O:23]CC)=[O:22])[C:14]3[CH:15]=[CH:16][CH:17]=[CH:18][C:19]=3[C:11]=2[CH2:10]1)(=[O:8])[C:2]1[CH:7]=[CH:6][CH:5]=[CH:4][CH:3]=1.[OH-].[Na+]. (4) Given the product [OH:23][NH:25][C:19]([C:17]1[CH:16]=[CH:15][C:6]2[CH2:7][N:8]([C:9]3[CH:14]=[CH:13][CH:12]=[CH:11][CH:10]=3)[C@@H:2]([CH3:1])[CH2:3][O:4][C:5]=2[CH:18]=1)=[O:21], predict the reactants needed to synthesize it. The reactants are: [CH3:1][C@@H:2]1[N:8]([C:9]2[CH:14]=[CH:13][CH:12]=[CH:11][CH:10]=2)[CH2:7][C:6]2[CH:15]=[CH:16][C:17]([C:19]([O:21]C)=O)=[CH:18][C:5]=2[O:4][CH2:3]1.[OH-:23].[Na+].[NH2:25]O.